This data is from Reaction yield outcomes from USPTO patents with 853,638 reactions. The task is: Predict the reaction yield, written as a fraction of the theoretical maximum amount of product (1.0 means a 100% yield; for example, 0.34 means a 34% yield). (1) The reactants are [C:1]([O:5][C:6]([N:8]1[CH2:13][C:12](=[O:14])[NH:11][C@@H:10]([CH2:15][OH:16])[CH2:9]1)=[O:7])([CH3:4])([CH3:3])[CH3:2].[CH:17]1[C:26]2[C:21](=[CH:22][CH:23]=[CH:24][CH:25]=2)[CH:20]=[CH:19][C:18]=1O.C1(P(C2C=CC=CC=2)C2C=CC=CC=2)C=CC=CC=1.N(C(OC(C)C)=O)=NC(OC(C)C)=O. The catalyst is ClCCl. The product is [C:1]([O:5][C:6]([N:8]1[CH2:13][C:12](=[O:14])[NH:11][C@@H:10]([CH2:15][O:16][C:19]2[CH:18]=[CH:17][C:26]3[C:21](=[CH:22][CH:23]=[CH:24][CH:25]=3)[CH:20]=2)[CH2:9]1)=[O:7])([CH3:4])([CH3:3])[CH3:2]. The yield is 0.490. (2) The reactants are [F:1][C:2]1[C:7]([NH2:8])=[CH:6][CH:5]=[CH:4][C:3]=1[NH:9][CH:10]1[CH2:15][CH2:14]N(C)CC1.[Cl:17][C:18]1[CH:26]=[C:25]([F:27])[CH:24]=[CH:23][C:19]=1[C:20](Cl)=[O:21]. The catalyst is O1CCOCC1. The product is [Cl:17][C:18]1[CH:26]=[C:25]([F:27])[CH:24]=[CH:23][C:19]=1[C:20]([NH:8][C:7]1[CH:6]=[CH:5][CH:4]=[C:3]([NH:9][CH:10]2[CH2:15][CH2:14][CH2:2][CH2:3][N:9]2[CH3:10])[C:2]=1[F:1])=[O:21]. The yield is 0.780. (3) The reactants are [CH:1]1[C:10]2[C:5](=[CH:6][CH:7]=[CH:8][CH:9]=2)[CH:4]=[C:3]([C:11]([O:13]C)=O)[N:2]=1.[NH2:15][NH2:16]. The catalyst is C(O)C. The product is [CH:1]1[C:10]2[C:5](=[CH:6][CH:7]=[CH:8][CH:9]=2)[CH:4]=[C:3]([C:11]([NH:15][NH2:16])=[O:13])[N:2]=1. The yield is 0.860. (4) The reactants are [F:1][C:2]1[CH:3]=[C:4]([CH:9]2[S:14][CH2:13][CH2:12][CH2:11][S:10]2)[CH:5]=[C:6]([F:8])[CH:7]=1.[Li]CCCC.[F:20][CH:21]([F:31])[O:22][C:23]1[CH:30]=[CH:29][C:26]([CH:27]=[O:28])=[CH:25][CH:24]=1. The catalyst is C1COCC1. The product is [F:20][CH:21]([F:31])[O:22][C:23]1[CH:24]=[CH:25][C:26]([CH:27]([C:9]2([C:4]3[CH:5]=[C:6]([F:8])[CH:7]=[C:2]([F:1])[CH:3]=3)[S:10][CH2:11][CH2:12][CH2:13][S:14]2)[OH:28])=[CH:29][CH:30]=1. The yield is 0.510. (5) The reactants are [CH3:1][C:2]([C:5]1[CH:10]=[CH:9][C:8]([CH2:11][N:12]2[C:17](=[O:18])[CH2:16][C:15](=[O:19])[N:14]([CH2:20][C:21]3[CH:26]=[CH:25][C:24]([C:27]([CH3:30])([CH3:29])[CH3:28])=[CH:23][CH:22]=3)[C:13]2=[O:31])=[CH:7][CH:6]=1)([CH3:4])[CH3:3].C(N(C(C)C)CC)(C)C.[N:41]([CH2:44][C:45]([O:47]CC)=[O:46])=[C:42]=[O:43]. The catalyst is ClCCl. The product is [CH3:28][C:27]([C:24]1[CH:23]=[CH:22][C:21]([CH2:20][N:14]2[C:15]([OH:19])=[C:16]([C:42]([NH:41][CH2:44][C:45]([OH:47])=[O:46])=[O:43])[C:17](=[O:18])[N:12]([CH2:11][C:8]3[CH:7]=[CH:6][C:5]([C:2]([CH3:1])([CH3:3])[CH3:4])=[CH:10][CH:9]=3)[C:13]2=[O:31])=[CH:26][CH:25]=1)([CH3:30])[CH3:29]. The yield is 0.810. (6) The reactants are [Cl:1][C:2]1[CH:7]=[CH:6][C:5]([C@H:8]([C:21]([N:23]2[CH2:28][CH2:27][N:26]([C:29]3[C:34]([C:35]4[O:36][C:37]([CH3:40])=[N:38][N:39]=4)=[CH:33][N:32]=[C:31]4[NH:41][CH:42]=[CH:43][C:30]=34)[CH2:25][CH2:24]2)=[O:22])[CH2:9][N:10]([CH:18]([CH3:20])[CH3:19])C(=O)OC(C)(C)C)=[CH:4][CH:3]=1. The catalyst is C(O)(C(F)(F)F)=O. The product is [Cl:1][C:2]1[CH:3]=[CH:4][C:5]([C@@H:8]([CH2:9][NH:10][CH:18]([CH3:20])[CH3:19])[C:21]([N:23]2[CH2:24][CH2:25][N:26]([C:29]3[C:34]([C:35]4[O:36][C:37]([CH3:40])=[N:38][N:39]=4)=[CH:33][N:32]=[C:31]4[NH:41][CH:42]=[CH:43][C:30]=34)[CH2:27][CH2:28]2)=[O:22])=[CH:6][CH:7]=1. The yield is 0.500. (7) The yield is 0.540. No catalyst specified. The reactants are [NH2:1][C:2]1[C:3]([C:7](=[N:17][OH:18])[NH:8][C:9]2[CH:14]=[CH:13][C:12]([F:15])=[C:11]([Cl:16])[CH:10]=2)=[N:4][O:5][N:6]=1.[C:19](OC(=O)C)(=[O:21])[CH3:20]. The product is [C:19]([O:18][N:17]=[C:7]([C:3]1[C:2]([NH2:1])=[N:6][O:5][N:4]=1)[NH:8][C:9]1[CH:14]=[CH:13][C:12]([F:15])=[C:11]([Cl:16])[CH:10]=1)(=[O:21])[CH3:20]. (8) The reactants are C1(P(C2C=CC=CC=2)C2C=CC=CC=2)C=CC=CC=1.[NH:20]1[CH2:25][CH2:24][CH2:23][CH2:22][CH:21]1[CH:26](O)[CH3:27].CCOC(/N=N/C(OCC)=O)=O.O1CCCCC1[N:47]1[C:55]2[C:50](=[CH:51][C:52]([C:56]3[N:60]=[CH:59][N:58](C(C4C=CC=CC=4)(C4C=CC=CC=4)C4C=CC=CC=4)[N:57]=3)=[CH:53][CH:54]=2)[C:49]([C:80]2[CH:81]=[C:82]([OH:86])[CH:83]=[CH:84][CH:85]=2)=[N:48]1.Cl. The catalyst is O1CCCC1. The product is [NH:57]1[C:56]([C:52]2[CH:51]=[C:50]3[C:55](=[CH:54][CH:53]=2)[NH:47][N:48]=[C:49]3[C:80]2[CH:85]=[CH:84][CH:83]=[C:82]([O:86][CH2:27][CH2:26][CH:21]3[CH2:22][CH2:23][CH2:24][CH2:25][NH:20]3)[CH:81]=2)=[N:60][CH:59]=[N:58]1. The yield is 0.480.